This data is from Reaction yield outcomes from USPTO patents with 853,638 reactions. The task is: Predict the reaction yield, written as a fraction of the theoretical maximum amount of product (1.0 means a 100% yield; for example, 0.34 means a 34% yield). (1) The reactants are C(OC(N[C:12]1[CH:34]=[CH:33][C:15]([O:16][C:17]2[CH:22]=[CH:21][N:20]=[C:19]([NH:23]C(=O)OCC[Si](C)(C)C)[CH:18]=2)=[CH:14][C:13]=1[F:35])=O)C1C=CC=CC=1.[S-:36][C:37]#[N:38].[K+].C(OCC)(=[O:42])C.[F-:46].C([N+:51]([CH2:60][CH2:61][CH2:62][CH3:63])(CCCC)CCCC)CCC.O1[CH2:68][CH2:67][CH2:66][CH2:65]1. The catalyst is [Cl-].[Na+].O.[C].[Pd]. The product is [NH2:23][C:19]1[CH:18]=[C:17]([O:16][C:15]2[CH:33]=[CH:34][C:12]([NH:38][C:37]([NH:51][C:60](=[O:42])[CH2:61][C:62]3[CH:63]=[CH:68][C:67]([F:46])=[CH:66][CH:65]=3)=[S:36])=[C:13]([F:35])[CH:14]=2)[CH:22]=[CH:21][N:20]=1. The yield is 0.435. (2) The reactants are [C:1](Cl)(=[O:3])[CH3:2].[C:5]([O:9][C:10]([NH:12][C@@H:13]([CH2:22][C:23]1[CH:28]=[CH:27][C:26]([O:29][CH2:30][C:31]2[CH:36]=[CH:35][CH:34]=[CH:33][CH:32]=2)=[C:25]([O:37][CH2:38][C:39]2[CH:44]=[CH:43][CH:42]=[CH:41][CH:40]=2)[CH:24]=1)[C:14]([O:16][C@H:17]([CH3:21])[C@H:18]([OH:20])[CH3:19])=[O:15])=[O:11])([CH3:8])([CH3:7])[CH3:6].N1C=CC=CC=1. The catalyst is ClCCl. The product is [C:5]([O:9][C:10]([NH:12][C@@H:13]([CH2:22][C:23]1[CH:28]=[CH:27][C:26]([O:29][CH2:30][C:31]2[CH:36]=[CH:35][CH:34]=[CH:33][CH:32]=2)=[C:25]([O:37][CH2:38][C:39]2[CH:44]=[CH:43][CH:42]=[CH:41][CH:40]=2)[CH:24]=1)[C:14]([O:16][C@H:17]([CH3:21])[C@H:18]([O:20][C:1](=[O:3])[CH3:2])[CH3:19])=[O:15])=[O:11])([CH3:7])([CH3:8])[CH3:6]. The yield is 0.950.